This data is from Full USPTO retrosynthesis dataset with 1.9M reactions from patents (1976-2016). The task is: Predict the reactants needed to synthesize the given product. (1) Given the product [CH3:10][N:11]([CH:13]=[O:14])[CH3:12].[CH3:6][C:7]([CH3:9])=[O:8], predict the reactants needed to synthesize it. The reactants are: CS(O)(=O)=O.[CH3:6][C:7]([CH3:9])=[O:8].[CH3:10][N:11]([CH:13]=[O:14])[CH3:12]. (2) Given the product [CH3:3][C@H:4]1[CH2:9][N:8]([CH2:10][C:11]2[CH:12]=[CH:13][C:14]([F:17])=[CH:15][CH:16]=2)[C@H:7]([CH3:18])[CH2:6][N:5]1[C@H:19]([C:27]1[CH:28]=[CH:29][C:30]([C:31]([N:33]([CH2:36][CH3:37])[CH2:34][CH3:35])=[O:32])=[CH:38][CH:39]=1)[C:20]1[CH:25]=[CH:24][CH:23]=[C:22]([O:26][CH3:40])[CH:21]=1, predict the reactants needed to synthesize it. The reactants are: [H-].[Na+].[CH3:3][C@H:4]1[CH2:9][N:8]([CH2:10][C:11]2[CH:16]=[CH:15][C:14]([F:17])=[CH:13][CH:12]=2)[C@H:7]([CH3:18])[CH2:6][N:5]1[C@H:19]([C:27]1[CH:39]=[CH:38][C:30]([C:31]([N:33]([CH2:36][CH3:37])[CH2:34][CH3:35])=[O:32])=[CH:29][CH:28]=1)[C:20]1[CH:25]=[CH:24][CH:23]=[C:22]([OH:26])[CH:21]=1.[CH3:40]I.